Dataset: Human liver microsome stability data. Task: Regression/Classification. Given a drug SMILES string, predict its absorption, distribution, metabolism, or excretion properties. Task type varies by dataset: regression for continuous measurements (e.g., permeability, clearance, half-life) or binary classification for categorical outcomes (e.g., BBB penetration, CYP inhibition). Dataset: hlm. (1) The compound is COC[C@H]1C[C@@H](C(=O)NC[C@H]2CCCO2)CN(Cc2nc(-c3ccccc3)oc2C)C1. The result is 1 (stable in human liver microsomes). (2) The molecule is CC[C@@]1(C)CN(Cc2ccc(F)cc2)C(=O)C(C2=NS(=O)(=O)c3cc(NS(C)(=O)=O)ccc3N2)=C1O. The result is 0 (unstable in human liver microsomes). (3) The drug is NC(=O)c1cccc([C@H]2C[C@H]3CC[C@@H](C2)N3CCN(CC2CCCCC2)C(=O)c2ccco2)c1. The result is 1 (stable in human liver microsomes). (4) The molecule is COc1ccc(S(=O)(=O)N(C)c2cnc(N(CC(=O)O)S(=O)(=O)c3ccc(OC)cc3)c3ccccc23)cc1. The result is 1 (stable in human liver microsomes). (5) The compound is COc1ccc2[nH]c(C(=O)N3CC(=O)N(Cc4ccccc4OC)[C@@H](Cc4ccccc4)C3)cc2c1. The result is 1 (stable in human liver microsomes). (6) The drug is COC(=O)Nc1ccc2c(c1)NC(=O)CCC=CC[C@H](N1CCC(c3c(F)ccc(Cl)c3F)NC1=O)c1nc-2c[nH]1. The result is 0 (unstable in human liver microsomes). (7) The molecule is Cn1c(Nc2ccc(I)cc2F)c(C(=O)NOC[C@H](O)CO)c2c1C(=O)CC2. The result is 0 (unstable in human liver microsomes).